The task is: Predict the reactants needed to synthesize the given product.. This data is from Retrosynthesis with 50K atom-mapped reactions and 10 reaction types from USPTO. Given the product NCc1cc(C(F)(F)F)nn1-c1cc(F)cc(F)c1, predict the reactants needed to synthesize it. The reactants are: CC(C)(C)OC(=O)NCc1cc(C(F)(F)F)nn1-c1cc(F)cc(F)c1.